Task: Predict the product of the given reaction.. Dataset: Forward reaction prediction with 1.9M reactions from USPTO patents (1976-2016) (1) Given the reactants [Cl:1][C:2]1[CH:3]=[C:4]([C:17]([NH:19][CH:20]2[CH2:29][CH2:28][CH2:27][C:26]3[CH:25]=[C:24]([C:30]([O:32]C)=[O:31])[CH:23]=[CH:22][C:21]2=3)=[O:18])[C:5]([O:8][C:9]2[CH:14]=[CH:13][C:12]([F:15])=[C:11]([F:16])[CH:10]=2)=[N:6][CH:7]=1.CO.[OH-].[Na+].Cl, predict the reaction product. The product is: [Cl:1][C:2]1[CH:3]=[C:4]([C:17]([NH:19][CH:20]2[CH2:29][CH2:28][CH2:27][C:26]3[CH:25]=[C:24]([C:30]([OH:32])=[O:31])[CH:23]=[CH:22][C:21]2=3)=[O:18])[C:5]([O:8][C:9]2[CH:14]=[CH:13][C:12]([F:15])=[C:11]([F:16])[CH:10]=2)=[N:6][CH:7]=1. (2) Given the reactants [CH:1]1([CH2:7][CH2:8][CH2:9][C@@H:10]([C:15]2[O:19][N:18]=[C:17]([CH2:20][S:21]([CH2:24][CH2:25][CH3:26])(=[O:23])=[O:22])[N:16]=2)[CH2:11][C:12](O)=[O:13])[CH2:6][CH2:5][CH2:4][CH2:3][CH2:2]1.N1C(C)=CC=CC=1C.ClC(OCC(C)C)=O.C[Si](C)(C)[O:45][NH2:46], predict the reaction product. The product is: [CH:1]1([CH2:7][CH2:8][CH2:9][C@@H:10]([C:15]2[O:19][N:18]=[C:17]([CH2:20][S:21]([CH2:24][CH2:25][CH3:26])(=[O:23])=[O:22])[N:16]=2)[CH2:11][C:12]([NH:46][OH:45])=[O:13])[CH2:6][CH2:5][CH2:4][CH2:3][CH2:2]1.